This data is from CYP2D6 inhibition data for predicting drug metabolism from PubChem BioAssay. The task is: Regression/Classification. Given a drug SMILES string, predict its absorption, distribution, metabolism, or excretion properties. Task type varies by dataset: regression for continuous measurements (e.g., permeability, clearance, half-life) or binary classification for categorical outcomes (e.g., BBB penetration, CYP inhibition). Dataset: cyp2d6_veith. (1) The compound is COc1ccc(O[C@H]2C=C[C@@H](c3ccccc3)O[C@H]2CO/N=C2/c3cc(OC)ccc3O[C@@H](c3cccc(OC)c3)[C@H]2O)cc1. The result is 0 (non-inhibitor). (2) The molecule is CN(C)Cc1cc(C(C)(C)C)cc(CN(C)C)c1O. The result is 0 (non-inhibitor). (3) The compound is CCCCCCCCC[n+]1cccc2c3ccccc3ccc21.[Br-]. The result is 1 (inhibitor). (4) The drug is COc1cccc2c1C(=O)c1c(O)c3c(c(O)c1C2=O)C[C@](O)(/C(C)=N\O)C[C@@H]3O[C@H]1C[C@H](N)[C@@H](O)[C@H](C)O1. The result is 0 (non-inhibitor). (5) The drug is CO[C@@H]1COC(=O)[C@@H](C)NC(=O)C/C=C\[C@H](C)[C@@H](OC)COC(=O)CCC[C@H]1C. The result is 0 (non-inhibitor).